Dataset: Peptide-MHC class I binding affinity with 185,985 pairs from IEDB/IMGT. Task: Regression. Given a peptide amino acid sequence and an MHC pseudo amino acid sequence, predict their binding affinity value. This is MHC class I binding data. (1) The peptide sequence is DFDGTPRLY. The MHC is HLA-A11:01 with pseudo-sequence HLA-A11:01. The binding affinity (normalized) is 0.0847. (2) The binding affinity (normalized) is 0.115. The MHC is HLA-A24:02 with pseudo-sequence HLA-A24:02. The peptide sequence is AEMKTDAAT. (3) The peptide sequence is SNPQYRLV. The MHC is H-2-Db with pseudo-sequence H-2-Db. The binding affinity (normalized) is 0.00610.